This data is from Full USPTO retrosynthesis dataset with 1.9M reactions from patents (1976-2016). The task is: Predict the reactants needed to synthesize the given product. (1) Given the product [CH3:12][O:13][C:14]1[CH:19]=[CH:18][C:17]([N:20]([CH3:21])[C:2]2[C:3]3[S:11][CH:10]=[CH:9][C:4]=3[N:5]=[C:6]([CH3:8])[N:7]=2)=[CH:16][CH:15]=1, predict the reactants needed to synthesize it. The reactants are: Cl[C:2]1[C:3]2[S:11][CH:10]=[CH:9][C:4]=2[N:5]=[C:6]([CH3:8])[N:7]=1.[CH3:12][O:13][C:14]1[CH:19]=[CH:18][C:17]([NH:20][CH3:21])=[CH:16][CH:15]=1.CCN(CC)CC. (2) Given the product [CH2:1]([O:3][C:4]1[CH:9]=[C:8]([C:30]2[CH:35]=[CH:34][C:33]([CH2:36][C:37]([NH2:39])=[O:38])=[C:32]([F:40])[CH:31]=2)[CH:7]=[N:6][C:5]=1[O:19][CH2:20][C:21]1[CH:22]=[CH:23][C:24]([O:27][CH3:28])=[CH:25][CH:26]=1)[CH3:2], predict the reactants needed to synthesize it. The reactants are: [CH2:1]([O:3][C:4]1[C:5]([O:19][CH2:20][C:21]2[CH:26]=[CH:25][C:24]([O:27][CH3:28])=[CH:23][CH:22]=2)=[N:6][CH:7]=[C:8](B2OC(C)(C)C(C)(C)O2)[CH:9]=1)[CH3:2].Br[C:30]1[CH:35]=[CH:34][C:33]([CH2:36][C:37]([NH2:39])=[O:38])=[C:32]([F:40])[CH:31]=1.C([O-])([O-])=O.[Cs+].[Cs+]. (3) Given the product [Cl:1][C:2]1[C:3]([CH3:21])=[C:4]([C:19]([OH:22])=[O:20])[C:5]([C:11]2[CH:16]=[C:15]([F:17])[CH:14]=[C:13]([F:18])[CH:12]=2)=[C:6]([CH:8]([OH:10])[CH3:9])[CH:7]=1, predict the reactants needed to synthesize it. The reactants are: [Cl:1][C:2]1[C:3]([CH3:21])=[C:4]([CH:19]=[O:20])[C:5]([C:11]2[CH:16]=[C:15]([F:17])[CH:14]=[C:13]([F:18])[CH:12]=2)=[C:6]([CH:8]([OH:10])[CH3:9])[CH:7]=1.[OH-:22].[Na+].Cl. (4) Given the product [ClH:58].[ClH:1].[CH:4]([C@H:17]1[N:22]2[CH2:23][CH2:24][N:25]([C:56](=[O:57])[N:55]([CH3:59])[CH3:54])[CH2:26][C@H:21]2[CH2:20][N:19]([CH2:27][C:28]2[CH:33]=[C:32]([N:34]3[C:38]([C:39]([F:42])([F:41])[F:40])=[N:37][N:36]=[N:35]3)[CH:31]=[CH:30][C:29]=2[O:43][CH3:44])[CH2:18]1)([C:5]1[CH:10]=[CH:9][CH:8]=[CH:7][CH:6]=1)[C:11]1[CH:12]=[CH:13][CH:14]=[CH:15][CH:16]=1, predict the reactants needed to synthesize it. The reactants are: [ClH:1].Cl.Cl.[CH:4]([C@H:17]1[N:22]2[CH2:23][CH2:24][NH:25][CH2:26][C@H:21]2[CH2:20][N:19]([CH2:27][C:28]2[CH:33]=[C:32]([N:34]3[C:38]([C:39]([F:42])([F:41])[F:40])=[N:37][N:36]=[N:35]3)[CH:31]=[CH:30][C:29]=2[O:43][CH3:44])[CH2:18]1)([C:11]1[CH:16]=[CH:15][CH:14]=[CH:13][CH:12]=1)[C:5]1[CH:10]=[CH:9][CH:8]=[CH:7][CH:6]=1.C(N(CC)C(C)C)(C)C.[CH3:54][N:55]([CH3:59])[C:56]([Cl:58])=[O:57].Cl. (5) The reactants are: C(OC([N:8]1[CH2:12][CH2:11][CH:10]([CH2:13][N:14]2[C:22]3[C:17](=[CH:18][C:19]([O:23][CH:24]([F:26])[F:25])=[CH:20][CH:21]=3)[C:16]([C:27]3[N:28]=[C:29]4[C:35]([C:36](=[O:42])[NH:37][C:38]([CH3:41])([CH3:40])[CH3:39])=[CH:34][N:33](COCC[Si](C)(C)C)[C:30]4=[N:31][CH:32]=3)=[N:15]2)[CH2:9]1)=O)(C)(C)C.FC(F)(F)C(O)=O.C(N)CN.O. Given the product [C:38]([NH:37][C:36]([C:35]1[C:29]2[C:30](=[N:31][CH:32]=[C:27]([C:16]3[C:17]4[C:22](=[CH:21][CH:20]=[C:19]([O:23][CH:24]([F:25])[F:26])[CH:18]=4)[N:14]([CH2:13][CH:10]4[CH2:11][CH2:12][NH:8][CH2:9]4)[N:15]=3)[N:28]=2)[NH:33][CH:34]=1)=[O:42])([CH3:41])([CH3:39])[CH3:40], predict the reactants needed to synthesize it. (6) Given the product [C:1]([O:4][C@H:5]1[CH2:9][CH2:8][N:7]([C:10]2[CH:22]=[CH:23][CH:18]=[CH:19][CH:20]=2)[CH2:6]1)(=[O:3])[CH3:2], predict the reactants needed to synthesize it. The reactants are: [C:1]([O:4][C@H:5]1[CH2:9][CH2:8][N:7]([C:10](OC(C)(C)C)=O)[CH2:6]1)(=[O:3])[CH3:2].Cl.[C:18]1(Br)[CH:23]=[CH:22]C=[CH:20][CH:19]=1.